This data is from Full USPTO retrosynthesis dataset with 1.9M reactions from patents (1976-2016). The task is: Predict the reactants needed to synthesize the given product. (1) Given the product [C:16]([O:15][C:13]([N:10]1[CH2:11][CH2:12][CH:8]([C:5]2[CH:4]=[CH:3][C:2]([NH:1][C:34](=[O:35])[CH2:33][C:27]3[CH:32]=[CH:31][CH:30]=[CH:29][CH:28]=3)=[CH:7][CH:6]=2)[CH2:9]1)=[O:14])([CH3:19])([CH3:18])[CH3:17], predict the reactants needed to synthesize it. The reactants are: [NH2:1][C:2]1[CH:7]=[CH:6][C:5]([CH:8]2[CH2:12][CH2:11][N:10]([C:13]([O:15][C:16]([CH3:19])([CH3:18])[CH3:17])=[O:14])[CH2:9]2)=[CH:4][CH:3]=1.C(N(CC)CC)C.[C:27]1([CH2:33][C:34](Cl)=[O:35])[CH:32]=[CH:31][CH:30]=[CH:29][CH:28]=1. (2) Given the product [Cl:28][C:29]1[N:30]=[C:31]([N:40]2[CH2:41][CH2:42][O:43][CH2:44][CH2:45]2)[C:32]2[S:37][C:36]([CH2:38][O:39][CH2:16][C:14]3[CH:13]=[CH:12][N:22]=[CH:27][CH:26]=3)=[CH:35][C:33]=2[N:34]=1, predict the reactants needed to synthesize it. The reactants are: N1C2C(=C(C3N=[C:12]([N:22]4[CH2:27][CH2:26]OCC4)[C:13]4SC(COC)=[CH:16][C:14]=4N=3)C=CC=2)C=N1.[Cl:28][C:29]1[N:30]=[C:31]([N:40]2[CH2:45][CH2:44][O:43][CH2:42][CH2:41]2)[C:32]2[S:37][C:36]([CH2:38][OH:39])=[CH:35][C:33]=2[N:34]=1.N1C=CC(CCl)=CC=1. (3) Given the product [BrH:23].[CH3:3][N:2]([CH2:4][C:5]1[CH:6]=[CH:7][C:8]([C:11]2[C:20]3[C:15](=[CH:16][CH:17]=[CH:18][C:19]=3[OH:21])[C:14](=[O:22])[NH:13][CH:12]=2)=[CH:9][CH:10]=1)[CH3:1], predict the reactants needed to synthesize it. The reactants are: [CH3:1][N:2]([CH2:4][C:5]1[CH:10]=[CH:9][C:8]([C:11]2[C:20]3[C:15](=[CH:16][CH:17]=[CH:18][C:19]=3[OH:21])[C:14](=[O:22])[NH:13][CH:12]=2)=[CH:7][CH:6]=1)[CH3:3].[BrH:23]. (4) Given the product [CH3:25][C:22]1[N:20]2[N:21]=[C:16]([O:14][CH2:13][C:3]3[C:4]([C:7]4[CH:12]=[CH:11][CH:10]=[CH:9][CH:8]=4)=[N:5][O:6][C:2]=3[CH3:1])[CH:17]=[CH:18][C:19]2=[N:24][N:23]=1, predict the reactants needed to synthesize it. The reactants are: [CH3:1][C:2]1[O:6][N:5]=[C:4]([C:7]2[CH:12]=[CH:11][CH:10]=[CH:9][CH:8]=2)[C:3]=1[CH2:13][OH:14].Cl[C:16]1[CH:17]=[CH:18][C:19]2[N:20]([C:22]([CH3:25])=[N:23][N:24]=2)[N:21]=1. (5) Given the product [CH2:36]([N:40]([CH2:45][CH2:46][CH2:47][CH3:48])[CH2:41][CH2:42][CH2:43][NH:44][C:16]1[N:17]=[C:18]([C:19]2[CH:20]=[C:21]([CH:28]=[CH:29][C:30]=2[CH3:31])[C:22]([NH:24][CH:25]([CH3:27])[CH3:26])=[O:23])[C:13]2[CH2:12][NH:11][C:10](=[O:35])[N:9]([C:3]3[C:2]([F:1])=[CH:7][CH:6]=[CH:5][C:4]=3[F:8])[C:14]=2[N:15]=1)[CH2:37][CH2:38][CH3:39], predict the reactants needed to synthesize it. The reactants are: [F:1][C:2]1[CH:7]=[CH:6][CH:5]=[C:4]([F:8])[C:3]=1[N:9]1[C:14]2[N:15]=[C:16](S(C)=O)[N:17]=[C:18]([C:19]3[CH:20]=[C:21]([CH:28]=[CH:29][C:30]=3[CH3:31])[C:22]([NH:24][CH:25]([CH3:27])[CH3:26])=[O:23])[C:13]=2[CH2:12][NH:11][C:10]1=[O:35].[CH2:36]([N:40]([CH2:45][CH2:46][CH2:47][CH3:48])[CH2:41][CH2:42][CH2:43][NH2:44])[CH2:37][CH2:38][CH3:39]. (6) Given the product [CH2:24]([N:26]([CH3:27])[C:19](=[O:21])[CH2:18][C:15]1[CH:14]=[CH:13][C:12]([N:5]2[C:6]3[CH2:7][CH2:8][CH2:9][CH2:10][C:11]=3[C:3]([C:2]([F:23])([F:22])[F:1])=[N:4]2)=[CH:17][CH:16]=1)[CH3:25], predict the reactants needed to synthesize it. The reactants are: [F:1][C:2]([F:23])([F:22])[C:3]1[C:11]2[CH2:10][CH2:9][CH2:8][CH2:7][C:6]=2[N:5]([C:12]2[CH:17]=[CH:16][C:15]([CH2:18][C:19]([OH:21])=O)=[CH:14][CH:13]=2)[N:4]=1.[CH2:24]([NH:26][CH3:27])[CH3:25]. (7) Given the product [N+:15]([C:18]1[CH:19]=[C:20]([CH:23]=[CH:24][CH:25]=1)[CH2:21][NH:26][CH:27]1[CH2:32][CH2:31][O:30][CH2:29][CH2:28]1)([O-:17])=[O:16], predict the reactants needed to synthesize it. The reactants are: [BH-](OC(C)=O)(OC(C)=O)OC(C)=O.[Na+].[N+:15]([C:18]1[CH:19]=[C:20]([CH:23]=[CH:24][CH:25]=1)[CH:21]=O)([O-:17])=[O:16].[NH2:26][CH:27]1[CH2:32][CH2:31][O:30][CH2:29][CH2:28]1.[OH-].[Na+]. (8) Given the product [CH2:12]([O:11][C:9]([N:6]1[CH2:7][CH2:8][C:3]([CH2:2][NH:1][C:22]([O:24][CH2:25][CH3:26])=[O:23])([C:14]2[CH:19]=[CH:18][CH:17]=[CH:16][C:15]=2[CH3:20])[CH2:4][CH2:5]1)=[O:10])[CH3:13], predict the reactants needed to synthesize it. The reactants are: [NH2:1][CH2:2][C:3]1([C:14]2[CH:19]=[CH:18][CH:17]=[CH:16][C:15]=2[CH3:20])[CH2:8][CH2:7][N:6]([C:9]([O:11][CH2:12][CH3:13])=[O:10])[CH2:5][CH2:4]1.Cl[C:22]([O:24][CH2:25][CH3:26])=[O:23].C(N(CC)CC)C.O. (9) Given the product [CH2:1]([O:8][C:9]([NH:11][CH2:12][C:13]1([C:28](=[O:30])[NH:50][C:44]2[CH:49]=[CH:48][CH:47]=[CH:46][CH:45]=2)[CH2:18][CH2:17][CH2:16][N:15]([C:19]([O:21][CH2:22][CH2:23][Si:24]([CH3:26])([CH3:27])[CH3:25])=[O:20])[CH2:14]1)=[O:10])[C:2]1[CH:7]=[CH:6][CH:5]=[CH:4][CH:3]=1, predict the reactants needed to synthesize it. The reactants are: [CH2:1]([O:8][C:9]([NH:11][CH2:12][C:13]1([C:28]([OH:30])=O)[CH2:18][CH2:17][CH2:16][N:15]([C:19]([O:21][CH2:22][CH2:23][Si:24]([CH3:27])([CH3:26])[CH3:25])=[O:20])[CH2:14]1)=[O:10])[C:2]1[CH:7]=[CH:6][CH:5]=[CH:4][CH:3]=1.ClCCCl.CCN(C(C)C)C(C)C.[C:44]1([NH2:50])[CH:49]=[CH:48][CH:47]=[CH:46][CH:45]=1.